Task: Predict the product of the given reaction.. Dataset: Forward reaction prediction with 1.9M reactions from USPTO patents (1976-2016) (1) Given the reactants [C:18]1(P([C:14]2[CH:19]=[CH:18][CH:17]=CC=2)[C:18]2[CH:17]=CC=[CH:14][CH:19]=2)[CH:17]=CC=[CH:14][CH:19]=1.CCOC(/[N:25]=N/C(OCC)=O)=O.O1CCCCC1[N:38]1[C:46]2[C:41](=[CH:42][C:43]([C:47]3[N:51]=[CH:50][N:49](C(C4C=CC=CC=4)(C4C=CC=CC=4)C4C=CC=CC=4)[N:48]=3)=[CH:44][CH:45]=2)[C:40]([C:71]2[CH:72]=[C:73]([OH:77])[CH:74]=[CH:75][CH:76]=2)=[N:39]1.Cl.O1[CH2:83][CH2:82]CC1, predict the reaction product. The product is: [NH:48]1[C:47]([C:43]2[CH:42]=[C:41]3[C:46](=[CH:45][CH:44]=2)[NH:38][N:39]=[C:40]3[C:71]2[CH:76]=[CH:75][CH:74]=[C:73]([O:77][CH2:82][CH2:83][N:25]3[CH2:17][CH2:18][CH2:19][CH2:14]3)[CH:72]=2)=[N:51][CH:50]=[N:49]1. (2) The product is: [CH2:13]([O:17][C:18](=[O:21])[CH:19]=[CH2:20])[CH2:14][CH2:15][CH3:16].[C:22]([NH2:26])(=[O:25])[CH:23]=[CH2:24]. Given the reactants [Cl-].C[N+](C)(C)CCOC(=O)C=C.[CH2:13]([O:17][C:18](=[O:21])[CH:19]=[CH2:20])[CH2:14][CH2:15][CH3:16].[C:22]([NH2:26])(=[O:25])[CH:23]=[CH2:24], predict the reaction product. (3) Given the reactants [NH2:1][CH2:2][C:3]1[N:8]=[CH:7][C:6]([C:9]2[CH:14]=[CH:13][C:12]([C@@H:15]([OH:25])[C@H:16]([NH:19][C:20](=[O:24])[CH:21]([Cl:23])[Cl:22])[CH2:17][F:18])=[CH:11][CH:10]=2)=[CH:5][CH:4]=1.C(N(CC)CC)C.[C:33](OC(=O)C)(=[O:35])[CH3:34], predict the reaction product. The product is: [C:33]([NH:1][CH2:2][C:3]1[N:8]=[CH:7][C:6]([C:9]2[CH:10]=[CH:11][C:12]([C@@H:15]([OH:25])[C@H:16]([NH:19][C:20](=[O:24])[CH:21]([Cl:23])[Cl:22])[CH2:17][F:18])=[CH:13][CH:14]=2)=[CH:5][CH:4]=1)(=[O:35])[CH3:34]. (4) Given the reactants I[C:2]1[CH:3]=[C:4]([CH:32]=[CH:33][CH:34]=1)[CH2:5][O:6][C:7]1[CH:30]=[CH:29][C:10]([CH2:11][CH2:12][C:13]2[CH:14]=[N:15][C:16]3[C:21]([CH:22]=2)=[C:20]2[CH:23]=[CH:24][C:25]([CH3:27])=[CH:26][C:19]2=[N:18][C:17]=3[NH2:28])=[C:9]([CH3:31])[CH:8]=1.[P:35](OCC)([O:40]CC)([O:37]CC)=[O:36].C[Si](Br)(C)C, predict the reaction product. The product is: [NH2:28][C:17]1[C:16]2[N:15]=[CH:14][C:13]([CH2:12][CH2:11][C:10]3[CH:29]=[CH:30][C:7]([O:6][CH2:5][C:4]4[CH:3]=[C:2]([P:35](=[O:36])([OH:40])[OH:37])[CH:34]=[CH:33][CH:32]=4)=[CH:8][C:9]=3[CH3:31])=[CH:22][C:21]=2[C:20]2[CH:23]=[CH:24][C:25]([CH3:27])=[CH:26][C:19]=2[N:18]=1. (5) Given the reactants [CH2:1]([NH:8][C:9]([C:11]1[S:15][C:14]([N:16]2[CH2:21][CH2:20][CH2:19][CH2:18][C:17]2=[O:22])=[N:13][C:12]=1[CH3:23])=[O:10])[C:2]1[CH:7]=[CH:6][CH:5]=[CH:4][CH:3]=1.Br[CH2:25][C:26]1[CH:31]=[CH:30][C:29]([F:32])=[CH:28][CH:27]=1, predict the reaction product. The product is: [CH2:1]([NH:8][C:9]([C:11]1[S:15][C:14]([N:16]2[CH2:21][CH2:20][CH2:19][CH:18]([CH2:25][C:26]3[CH:31]=[CH:30][C:29]([F:32])=[CH:28][CH:27]=3)[C:17]2=[O:22])=[N:13][C:12]=1[CH3:23])=[O:10])[C:2]1[CH:7]=[CH:6][CH:5]=[CH:4][CH:3]=1. (6) Given the reactants [CH3:1][C:2]1[CH:23]=[C:22]([CH3:24])[C:21]([C:25]2[NH:38][C:28]3[CH:29]=[N:30][C:31]([N:33]4[CH2:37][CH2:36][CH2:35][CH2:34]4)=[CH:32][C:27]=3[N:26]=2)=[CH:20][C:3]=1[C:4]([N:6]1[CH2:11][CH2:10][CH:9]([C:12]2[CH:19]=[CH:18][C:15]([C:16]#[N:17])=[CH:14][CH:13]=2)[CH2:8][CH2:7]1)=[O:5].[ClH:39].O1CCOCC1, predict the reaction product. The product is: [ClH:39].[CH3:1][C:2]1[CH:23]=[C:22]([CH3:24])[C:21]([C:25]2[NH:38][C:28]3[CH:29]=[N:30][C:31]([N:33]4[CH2:37][CH2:36][CH2:35][CH2:34]4)=[CH:32][C:27]=3[N:26]=2)=[CH:20][C:3]=1[C:4]([N:6]1[CH2:7][CH2:8][CH:9]([C:12]2[CH:13]=[CH:14][C:15]([C:16]#[N:17])=[CH:18][CH:19]=2)[CH2:10][CH2:11]1)=[O:5].